Task: Regression. Given two drug SMILES strings and cell line genomic features, predict the synergy score measuring deviation from expected non-interaction effect.. Dataset: NCI-60 drug combinations with 297,098 pairs across 59 cell lines Drug 1: CN(C)C1=NC(=NC(=N1)N(C)C)N(C)C. Drug 2: C1=NC2=C(N1)C(=S)N=C(N2)N. Cell line: NCI/ADR-RES. Synergy scores: CSS=28.6, Synergy_ZIP=0.617, Synergy_Bliss=0.324, Synergy_Loewe=-20.9, Synergy_HSA=-0.376.